Dataset: Peptide-MHC class I binding affinity with 185,985 pairs from IEDB/IMGT. Task: Regression. Given a peptide amino acid sequence and an MHC pseudo amino acid sequence, predict their binding affinity value. This is MHC class I binding data. (1) The peptide sequence is VALRTLLL. The MHC is H-2-Kb with pseudo-sequence H-2-Kb. The binding affinity (normalized) is 0.528. (2) The MHC is HLA-A69:01 with pseudo-sequence HLA-A69:01. The peptide sequence is RPRRASSPF. The binding affinity (normalized) is 0.0847. (3) The peptide sequence is EYADVFHLYL. The MHC is HLA-A24:02 with pseudo-sequence HLA-A24:02. The binding affinity (normalized) is 0.740. (4) The peptide sequence is DWSGYSGSF. The MHC is HLA-A26:01 with pseudo-sequence HLA-A26:01. The binding affinity (normalized) is 0.0847. (5) The peptide sequence is EVPAQYLTY. The MHC is HLA-A02:03 with pseudo-sequence HLA-A02:03. The binding affinity (normalized) is 0.0847. (6) The MHC is HLA-A26:01 with pseudo-sequence HLA-A26:01. The binding affinity (normalized) is 0.0847. The peptide sequence is KNYPASLHK.